Task: Predict the reaction yield, written as a fraction of the theoretical maximum amount of product (1.0 means a 100% yield; for example, 0.34 means a 34% yield).. Dataset: Reaction yield outcomes from USPTO patents with 853,638 reactions (1) The reactants are Br[C:2]1[CH:3]=[CH:4][C:5]2[C:11]3[S:12][C:13]([C:15]([N:17]([C:19]4[CH:24]=[C:23]([C:25](=[O:31])[NH:26][CH2:27][C@@H:28]([OH:30])[CH3:29])[CH:22]=[CH:21][C:20]=4[Cl:32])[CH3:18])=[O:16])=[CH:14][C:10]=3[CH2:9][CH2:8][O:7][C:6]=2[CH:33]=1.CC1(C)C2C(=C(P(C3C=CC=CC=3)C3C=CC=CC=3)C=CC=2)[O:55][C:37]2C(P(C3C=CC=CC=3)C3C=CC=CC=3)=CC=CC1=2.[CH3:76][S:77]([CH2:80][CH2:81][NH2:82])(=[O:79])=[O:78].Cl.C([O-])([O-])=O.[Na+].[Na+]. The catalyst is C1(C)C=CC=CC=1.CN(C=O)C.CC([O-])=O.CC([O-])=O.[Pd+2]. The product is [Cl:32][C:20]1[CH:21]=[CH:22][C:23]([C:25](=[O:31])[NH:26][CH2:27][C@@H:28]([OH:30])[CH3:29])=[CH:24][C:19]=1[N:17]([CH3:18])[C:15]([C:13]1[S:12][C:11]2[C:5]3[CH:4]=[CH:3][C:2]([C:37]([NH:82][CH2:81][CH2:80][S:77]([CH3:76])(=[O:79])=[O:78])=[O:55])=[CH:33][C:6]=3[O:7][CH2:8][CH2:9][C:10]=2[CH:14]=1)=[O:16]. The yield is 0.420. (2) The reactants are [OH:1][CH:2]1[CH2:7][CH2:6][C:5]([C:8]2[CH:9]=[C:10]([CH:27]=[CH:28][CH:29]=2)[CH2:11][O:12][C:13]2[CH:18]=[CH:17][C:16]([CH:19]([C:24]#[C:25][CH3:26])[CH2:20][C:21]([OH:23])=[O:22])=[CH:15][CH:14]=2)=[CH:4][CH2:3]1.[NH2:30][C@H:31]([C:37]([OH:39])=[O:38])[CH2:32][CH2:33][CH2:34][CH2:35][NH2:36]. The catalyst is C(O)C. The product is [NH2:30][C@H:31]([C:37]([OH:39])=[O:38])[CH2:32][CH2:33][CH2:34][CH2:35][NH2:36].[OH:1][CH:2]1[CH2:7][CH2:6][C:5]([C:8]2[CH:9]=[C:10]([CH:27]=[CH:28][CH:29]=2)[CH2:11][O:12][C:13]2[CH:14]=[CH:15][C:16]([CH:19]([C:24]#[C:25][CH3:26])[CH2:20][C:21]([O-:23])=[O:22])=[CH:17][CH:18]=2)=[CH:4][CH2:3]1. The yield is 0.691. (3) The reactants are [NH:1]=[C:2]([C:17]1[CH:22]=[CH:21][CH:20]=[CH:19][CH:18]=1)[NH:3][NH:4][C:5]([C:7]1[NH:8][C:9]2[C:14]([CH:15]=1)=[CH:13][C:12]([Cl:16])=[CH:11][CH:10]=2)=[O:6].Cl.C(OCC)(=O)C.C(OC(C)C)(C)C. The catalyst is CO. The product is [ClH:16].[NH:1]=[C:2]([C:17]1[CH:22]=[CH:21][CH:20]=[CH:19][CH:18]=1)[NH:3][NH:4][C:5]([C:7]1[NH:8][C:9]2[C:14]([CH:15]=1)=[CH:13][C:12]([Cl:16])=[CH:11][CH:10]=2)=[O:6]. The yield is 0.760. (4) The yield is 0.980. The catalyst is CO.C(OCC)(=O)C. The reactants are C[O:2][C:3]([C:5]1[CH:10]=[CH:9][C:8]([CH:11]2[CH2:15][CH2:14][CH2:13][O:12]2)=[C:7]([C:16]2[CH:21]=[CH:20][CH:19]=[C:18]([Cl:22])[CH:17]=2)[N:6]=1)=[O:4].O.[OH-].[Li+]. The product is [Cl:22][C:18]1[CH:17]=[C:16]([C:7]2[N:6]=[C:5]([C:3]([OH:4])=[O:2])[CH:10]=[CH:9][C:8]=2[CH:11]2[CH2:15][CH2:14][CH2:13][O:12]2)[CH:21]=[CH:20][CH:19]=1. (5) The reactants are [NH2:1][C:2]1[CH:13]=[CH:12][C:5]2[C:6](=[O:11])[NH:7][CH2:8][CH2:9][O:10][C:4]=2[CH:3]=1.Cl[C:15]1[N:20]=[C:19]([NH:21][C:22]2[CH:31]=[CH:30][CH:29]=[CH:28][C:23]=2[C:24]([NH:26][CH3:27])=[O:25])[C:18]([Cl:32])=[CH:17][N:16]=1.Cl.O1CCOCC1.O. No catalyst specified. The product is [Cl:32][C:18]1[C:19]([NH:21][C:22]2[CH:31]=[CH:30][CH:29]=[CH:28][C:23]=2[C:24]([NH:26][CH3:27])=[O:25])=[N:20][C:15]([NH:1][C:2]2[CH:13]=[CH:12][C:5]3[C:6](=[O:11])[NH:7][CH2:8][CH2:9][O:10][C:4]=3[CH:3]=2)=[N:16][CH:17]=1. The yield is 0.740. (6) The yield is 0.750. The product is [CH2:1]([N:8]([CH2:23][CH:24]=[O:25])[C:9]([CH:11]1[C:14]2[CH:15]=[CH:16][CH:17]=[C:18]([C:19]([F:20])([F:21])[F:22])[C:13]=2[CH2:12]1)=[O:10])[C:2]1[CH:7]=[CH:6][CH:5]=[CH:4][CH:3]=1. The catalyst is ClCCl.CCCCCCC. The reactants are [CH2:1]([N:8]([CH2:23][CH2:24][OH:25])[C:9]([CH:11]1[C:14]2[CH:15]=[CH:16][CH:17]=[C:18]([C:19]([F:22])([F:21])[F:20])[C:13]=2[CH2:12]1)=[O:10])[C:2]1[CH:7]=[CH:6][CH:5]=[CH:4][CH:3]=1.CC(OI1(OC(C)=O)(OC(C)=O)OC(=O)C2C=CC=CC1=2)=O.C([O-])(O)=O.[Na+].C(OCC)(=O)C. (7) The reactants are Cl.[Br:2][C:3]1[C:8]2[N:9]([C:30]3[CH:35]=[CH:34][CH:33]=[CH:32][CH:31]=3)[C:10]([C@@H:12]([NH:14][C:15]3[N:23]=[CH:22][N:21]=[C:20]4[C:16]=3[N:17]=[CH:18][N:19]4C3CCCCO3)[CH3:13])=[N:11][C:7]=2[CH:6]=[CH:5][C:4]=1[F:36]. The catalyst is O1CCOCC1.CO. The product is [Br:2][C:3]1[C:8]2[N:9]([C:30]3[CH:31]=[CH:32][CH:33]=[CH:34][CH:35]=3)[C:10]([C@@H:12]([NH:14][C:15]3[N:23]=[CH:22][N:21]=[C:20]4[C:16]=3[N:17]=[CH:18][NH:19]4)[CH3:13])=[N:11][C:7]=2[CH:6]=[CH:5][C:4]=1[F:36]. The yield is 0.810. (8) The reactants are I[C:2]1[N:3]=[CH:4][N:5]([C:7]2[N:12]=[C:11]([C:13]([F:16])([F:15])[F:14])[CH:10]=[C:9]([C:17]3[CH:22]=[CH:21][C:20]([C:23]([F:26])([F:25])[F:24])=[CH:19][CH:18]=3)[N:8]=2)[CH:6]=1.[Cl-].[Li+].C([Mg]Cl)(C)C.[CH2:34]([Sn:38](Cl)([CH2:43][CH2:44][CH2:45][CH3:46])[CH2:39][CH2:40][CH2:41][CH3:42])[CH2:35][CH2:36][CH3:37].[Cl-].[NH4+]. The catalyst is C1COCC1. The product is [CH2:43]([Sn:38]([CH2:34][CH2:35][CH2:36][CH3:37])([CH2:39][CH2:40][CH2:41][CH3:42])[C:2]1[N:3]=[CH:4][N:5]([C:7]2[N:12]=[C:11]([C:13]([F:16])([F:15])[F:14])[CH:10]=[C:9]([C:17]3[CH:22]=[CH:21][C:20]([C:23]([F:26])([F:25])[F:24])=[CH:19][CH:18]=3)[N:8]=2)[CH:6]=1)[CH2:44][CH2:45][CH3:46]. The yield is 0.420.